This data is from Reaction yield outcomes from USPTO patents with 853,638 reactions. The task is: Predict the reaction yield, written as a fraction of the theoretical maximum amount of product (1.0 means a 100% yield; for example, 0.34 means a 34% yield). The product is [CH:18]1([NH:21][C:22]([C:24]2[S:37][C:27]3=[N:28][C:29]([O:7][CH2:6][CH2:5][NH:4][C:1](=[O:3])[CH3:2])=[C:30]([Cl:33])[C:31]([CH3:32])=[C:26]3[C:25]=2[NH2:38])=[O:23])[CH2:20][CH2:19]1. The yield is 0.520. The reactants are [C:1]([NH:4][CH2:5][CH2:6][OH:7])(=[O:3])[CH3:2].C[Si]([N-][Si](C)(C)C)(C)C.[Li+].[CH:18]1([NH:21][C:22]([C:24]2[S:37][C:27]3=[N:28][C:29](S(C)=O)=[C:30]([Cl:33])[C:31]([CH3:32])=[C:26]3[C:25]=2[NH2:38])=[O:23])[CH2:20][CH2:19]1. The catalyst is C1COCC1.